From a dataset of Full USPTO retrosynthesis dataset with 1.9M reactions from patents (1976-2016). Predict the reactants needed to synthesize the given product. (1) Given the product [CH3:19][C@H:4]([CH2:5][N:6]1[CH2:11][CH2:10][NH:9][CH2:8][CH2:7]1)[C:3]([O:2][CH3:1])=[O:20], predict the reactants needed to synthesize it. The reactants are: [CH3:1][O:2][C:3](=[O:20])[C@H:4]([CH3:19])[CH2:5][N:6]1[CH2:11][CH2:10][N:9](C(OC(C)(C)C)=O)[CH2:8][CH2:7]1.C(O)(C(F)(F)F)=O. (2) Given the product [Cl:8][C:9]1[N:10]=[C:11]([O:6][CH2:5][CH:4]([NH2:3])[CH3:7])[CH:12]=[CH:13][CH:14]=1, predict the reactants needed to synthesize it. The reactants are: [H-].[Na+].[NH2:3][CH:4]([CH3:7])[CH2:5][OH:6].[Cl:8][C:9]1[CH:14]=[CH:13][CH:12]=[C:11](Cl)[N:10]=1. (3) Given the product [F:1][C:2]1[CH:3]=[C:4]2[C:8](=[CH:9][CH:10]=1)[N:7]([C:23]1[CH:24]=[CH:25][C:20]([O:19][CH2:12][C:13]3[CH:18]=[CH:17][CH:16]=[CH:15][CH:14]=3)=[CH:21][CH:22]=1)[C:6]([CH3:11])=[CH:5]2, predict the reactants needed to synthesize it. The reactants are: [F:1][C:2]1[CH:3]=[C:4]2[C:8](=[CH:9][CH:10]=1)[NH:7][C:6]([CH3:11])=[CH:5]2.[CH2:12]([O:19][C:20]1[CH:25]=[CH:24][C:23](I)=[CH:22][CH:21]=1)[C:13]1[CH:18]=[CH:17][CH:16]=[CH:15][CH:14]=1. (4) Given the product [NH:16]1[CH:17]=[CH:18][C:14]([C:11]2[CH:12]=[CH:13][C:8]([O:7][C:6]3[CH:19]=[CH:20][C:3]([OH:2])=[CH:4][CH:5]=3)=[CH:9][CH:10]=2)=[N:15]1, predict the reactants needed to synthesize it. The reactants are: C[O:2][C:3]1[CH:20]=[CH:19][C:6]([O:7][C:8]2[CH:13]=[CH:12][C:11]([C:14]3[CH:18]=[CH:17][NH:16][N:15]=3)=[CH:10][CH:9]=2)=[CH:5][CH:4]=1.B(Br)(Br)Br. (5) Given the product [OH:29][C@@:25]([C:21]1[S:20][CH:24]=[CH:23][N:22]=1)([CH3:26])[C:27]#[C:28][C:2]1[CH:3]=[C:4]([N:8]2[C:16]3[C:11](=[CH:12][CH:13]=[CH:14][CH:15]=3)[C:10]([C:17]([NH2:19])=[O:18])=[N:9]2)[CH:5]=[CH:6][CH:7]=1, predict the reactants needed to synthesize it. The reactants are: I[C:2]1[CH:3]=[C:4]([N:8]2[C:16]3[C:11](=[CH:12][CH:13]=[CH:14][CH:15]=3)[C:10]([C:17]([NH2:19])=[O:18])=[N:9]2)[CH:5]=[CH:6][CH:7]=1.[S:20]1[CH:24]=[CH:23][N:22]=[C:21]1[C@@:25]([OH:29])([C:27]#[CH:28])[CH3:26].